The task is: Predict the reaction yield, written as a fraction of the theoretical maximum amount of product (1.0 means a 100% yield; for example, 0.34 means a 34% yield).. This data is from Reaction yield outcomes from USPTO patents with 853,638 reactions. (1) The reactants are [Cl:1][C:2]1[CH:3]=[C:4]([O:8][CH2:9][C:10]2[CH:18]=[CH:17][C:13]([C:14](O)=[O:15])=[CH:12][CH:11]=2)[CH:5]=[N:6][CH:7]=1.[CH3:19][S:20]([NH2:23])(=[O:22])=[O:21].C1CCN2C(=NCCC2)CC1. The catalyst is C1COCC1. The product is [Cl:1][C:2]1[CH:3]=[C:4]([O:8][CH2:9][C:10]2[CH:18]=[CH:17][C:13]([C:14]([NH:23][S:20]([CH3:19])(=[O:22])=[O:21])=[O:15])=[CH:12][CH:11]=2)[CH:5]=[N:6][CH:7]=1. The yield is 0.510. (2) The reactants are C([O:6][C@@H:7]([C:9]1[N:14]=[C:13]([N:15]2[CH2:20][CH2:19][C:18]3[N:21]([CH3:35])[N:22]([C:25]4[CH:34]=[N:33][C:32]5[C:27](=[CH:28][CH:29]=[CH:30][CH:31]=5)[N:26]=4)[C:23](=[O:24])[C:17]=3[CH2:16]2)[CH:12]=[CH:11][N:10]=1)[CH3:8])(=O)CCC.C(=O)([O-])[O-].[K+].[K+]. The catalyst is CO.O1CCCC1. The product is [OH:6][C@@H:7]([C:9]1[N:14]=[C:13]([N:15]2[CH2:20][CH2:19][C:18]3[N:21]([CH3:35])[N:22]([C:25]4[CH:34]=[N:33][C:32]5[C:27](=[CH:28][CH:29]=[CH:30][CH:31]=5)[N:26]=4)[C:23](=[O:24])[C:17]=3[CH2:16]2)[CH:12]=[CH:11][N:10]=1)[CH3:8]. The yield is 0.710. (3) The reactants are [C:1]1(=[O:10])[NH:6][CH2:5][CH2:4][N:3]2[CH2:7][CH2:8][CH2:9][CH:2]12.Br[C:12]1[CH:13]=[CH:14][C:15]([N+:18]([O-:20])=[O:19])=[N:16][CH:17]=1. No catalyst specified. The product is [N+:18]([C:15]1[N:16]=[CH:17][C:12]([N:6]2[CH2:5][CH2:4][N:3]3[CH2:7][CH2:8][CH2:9][CH:2]3[C:1]2=[O:10])=[CH:13][CH:14]=1)([O-:20])=[O:19]. The yield is 0.430. (4) The reactants are Br[CH:2]1[CH2:20][CH2:19][C:5]2=[CH:6][C:7]3[C:8]4[CH:17]=[CH:16][C:15]([Cl:18])=[CH:14][C:9]=4[CH2:10][O:11][C:12]=3[CH:13]=[C:4]2[C:3]1=[O:21].[C:22]([O:26][C:27]([N:29]1[C@@H:33]([CH3:34])[CH2:32][CH2:31][C@H:30]1[C:35]([OH:37])=[O:36])=[O:28])([CH3:25])([CH3:24])[CH3:23].CCN(C(C)C)C(C)C. The catalyst is CC#N.CCOC(C)=O. The product is [CH3:34][C@@H:33]1[N:29]([C:27]([O:26][C:22]([CH3:23])([CH3:25])[CH3:24])=[O:28])[C@H:30]([C:35]([O:37][CH:2]2[CH2:20][CH2:19][C:5]3=[CH:6][C:7]4[C:8]5[CH:17]=[CH:16][C:15]([Cl:18])=[CH:14][C:9]=5[CH2:10][O:11][C:12]=4[CH:13]=[C:4]3[C:3]2=[O:21])=[O:36])[CH2:31][CH2:32]1. The yield is 0.810. (5) The reactants are [Cl:1][C:2]1[CH:3]=[CH:4][C:5]([CH:8]([OH:15])C2C=CC=CC=2)=[N:6][CH:7]=1.Cl[C:17]1[CH:22]=[CH:21][N+:20]([O-:23])=[CH:19][CH:18]=1. No catalyst specified. The product is [Cl:1][C:2]1[CH:3]=[CH:4][C:5]([CH2:8][O:15][C:17]2[CH:22]=[CH:21][N+:20]([O-:23])=[CH:19][CH:18]=2)=[N:6][CH:7]=1. The yield is 0.400. (6) The reactants are [Si]([O:8][C@@H:9]1[C@@H:14]([CH3:15])[CH2:13][N:12]([C:16]2[C:21]([NH:22][C:23]([C:25]3[CH:30]=[CH:29][C:28]([F:31])=[C:27]([C:32]4[C:37]([F:38])=[CH:36][CH:35]=[CH:34][C:33]=4[F:39])[N:26]=3)=[O:24])=[CH:20][N:19]=[C:18]3[O:40][CH2:41][CH2:42][C:17]=23)[CH2:11][C@H:10]1[NH:43]C(=O)OC(C)(C)C)(C(C)(C)C)(C)C.[H+].[H+].F[Si-2](F)(F)(F)(F)F.O.[NH4+].[OH-]. The catalyst is CC#N. The product is [NH2:43][C@H:10]1[C@H:9]([OH:8])[C@@H:14]([CH3:15])[CH2:13][N:12]([C:16]2[C:21]([NH:22][C:23]([C:25]3[CH:30]=[CH:29][C:28]([F:31])=[C:27]([C:32]4[C:33]([F:39])=[CH:34][CH:35]=[CH:36][C:37]=4[F:38])[N:26]=3)=[O:24])=[CH:20][N:19]=[C:18]3[O:40][CH2:41][CH2:42][C:17]=23)[CH2:11]1. The yield is 0.160. (7) The reactants are O[Li].O.C[O:5][C:6](=[O:26])[C:7]1[CH:12]=[C:11]([N:13]2[CH:17]=[N:16][N:15]=[N:14]2)[CH:10]=[C:9]([N:18]2[CH:23]=[CH:22][C:21]([CH3:24])=[CH:20][C:19]2=[O:25])[CH:8]=1. The catalyst is O.C1COCC1. The product is [CH3:24][C:21]1[CH:22]=[CH:23][N:18]([C:9]2[CH:8]=[C:7]([CH:12]=[C:11]([N:13]3[CH:17]=[N:16][N:15]=[N:14]3)[CH:10]=2)[C:6]([OH:26])=[O:5])[C:19](=[O:25])[CH:20]=1. The yield is 0.950. (8) The reactants are Br[C:2]1[C:7]([NH2:8])=[C:6]([F:9])[C:5]([C:10]([F:13])([F:12])[F:11])=[CH:4][CH:3]=1.[NH3:14]. The catalyst is Cl[Cu]. The product is [F:9][C:6]1[C:5]([C:10]([F:13])([F:12])[F:11])=[CH:4][CH:3]=[C:2]([NH2:14])[C:7]=1[NH2:8]. The yield is 0.530. (9) The reactants are [O:1]=[C:2]([CH3:8])[CH2:3][C:4]([O:6][CH3:7])=[O:5].Cl[Sn](Cl)(Cl)Cl.ClCCl.[C:17]1([CH2:23][C:24]#[N:25])[CH:22]=[CH:21][CH:20]=[CH:19][CH:18]=1. The catalyst is C1(C)C=CC=CC=1. The product is [C:2](/[C:3](=[C:24](\[NH2:25])/[CH2:23][C:17]1[CH:22]=[CH:21][CH:20]=[CH:19][CH:18]=1)/[C:4]([O:6][CH3:7])=[O:5])(=[O:1])[CH3:8]. The yield is 0.490. (10) The reactants are [C:1]1([CH:7]=[CH:8][C:9]([NH:11][C:12]2[CH:21]=[CH:20][C:15]([C:16]([O:18][CH3:19])=[O:17])=[CH:14][CH:13]=2)=[O:10])[CH:6]=[CH:5][CH:4]=[CH:3][CH:2]=1.[CH2:22]1CCN2C(=NCCC2)CC1.Cl.[N+:34]([CH3:37])([O-:36])=[O:35]. The yield is 0.620. The product is [N+:34]([CH2:37][CH:7]([C:1]1[CH:2]=[CH:3][CH:4]=[CH:5][CH:6]=1)[CH2:8][C:9]([NH:11][C:12]1[CH:13]=[CH:14][C:15]([C:16]([O:18][CH2:19][CH3:22])=[O:17])=[CH:20][CH:21]=1)=[O:10])([O-:36])=[O:35]. No catalyst specified.